Task: Predict the reactants needed to synthesize the given product.. Dataset: Full USPTO retrosynthesis dataset with 1.9M reactions from patents (1976-2016) (1) Given the product [ClH:35].[C:28]([C:25]1[CH:26]=[CH:27][C:22]([N:18]2[C:19](=[O:21])[CH:20]=[C:15]([O:14][CH:11]3[CH2:10][CH2:9][NH:8][CH2:13][CH2:12]3)[C:16]([C:31]([O:33][CH3:34])=[O:32])=[N:17]2)=[CH:23][C:24]=1[F:30])#[N:29], predict the reactants needed to synthesize it. The reactants are: C(OC([N:8]1[CH2:13][CH2:12][CH:11]([O:14][C:15]2[C:16]([C:31]([O:33][CH3:34])=[O:32])=[N:17][N:18]([C:22]3[CH:27]=[CH:26][C:25]([C:28]#[N:29])=[C:24]([F:30])[CH:23]=3)[C:19](=[O:21])[CH:20]=2)[CH2:10][CH2:9]1)=O)(C)(C)C.[ClH:35].O1CCOCC1.CCOCC. (2) Given the product [F:27][C:24]1[CH:25]=[CH:26][C:21]([C:19]([N:15]2[CH2:14][CH2:13][CH2:12][N:11]3[C:17](=[CH:18][C:9]([OH:8])=[N:10]3)[CH2:16]2)=[O:20])=[CH:22][CH:23]=1, predict the reactants needed to synthesize it. The reactants are: C([O:8][C:9]1[CH:18]=[C:17]2[N:11]([CH2:12][CH2:13][CH2:14][N:15]([C:19]([C:21]3[CH:26]=[CH:25][C:24]([F:27])=[CH:23][CH:22]=3)=[O:20])[CH2:16]2)[N:10]=1)C1C=CC=CC=1. (3) The reactants are: Br[C:2]1[CH:7]=[CH:6][C:5]([N:8]2[CH2:12][CH2:11][CH2:10][CH2:9]2)=[CH:4][CH:3]=1.B1(B2OC(C)(C)C(C)(C)O2)OC(C)(C)C(C)(C)O1.C([O-])(=O)C.[K+].[ClH:36].[N:37]12[CH2:44][CH2:43][CH:40]([CH2:41][CH2:42]1)[C@@H:39]([NH:45][C:46]([C:48]1[S:49][C:50]3[C:56](Br)=[CH:55][CH:54]=[CH:53][C:51]=3[CH:52]=1)=[O:47])[CH2:38]2.C(=O)([O-])[O-].[Na+].[Na+]. Given the product [ClH:36].[ClH:36].[N:37]12[CH2:42][CH2:41][CH:40]([CH2:43][CH2:44]1)[C@@H:39]([NH:45][C:46]([C:48]1[S:49][C:50]3[C:56]([C:2]4[CH:7]=[CH:6][C:5]([N:8]5[CH2:12][CH2:11][CH2:10][CH2:9]5)=[CH:4][CH:3]=4)=[CH:55][CH:54]=[CH:53][C:51]=3[CH:52]=1)=[O:47])[CH2:38]2, predict the reactants needed to synthesize it.